This data is from Forward reaction prediction with 1.9M reactions from USPTO patents (1976-2016). The task is: Predict the product of the given reaction. (1) The product is: [F:22][C:20]1([F:23])[CH2:21][C@H:19]1[C:17]([NH:16][C@@:10]12[CH2:11][C@:12]1([CH2:14][OH:15])[CH2:13][N:8]([C:6]1[C:5]([F:24])=[CH:4][N:3]=[C:2]([NH:31][C:29]3[CH:28]=[N:27][N:26]([CH3:25])[CH:30]=3)[N:7]=1)[CH2:9]2)=[O:18]. Given the reactants Cl[C:2]1[N:7]=[C:6]([N:8]2[CH2:13][C@:12]3([CH2:14][OH:15])[C@@:10]([NH:16][C:17]([C@@H:19]4[CH2:21][C:20]4([F:23])[F:22])=[O:18])([CH2:11]3)[CH2:9]2)[C:5]([F:24])=[CH:4][N:3]=1.[CH3:25][N:26]1[CH:30]=[C:29]([NH2:31])[CH:28]=[N:27]1, predict the reaction product. (2) Given the reactants [Cl:1][C:2]1[N:7]=[C:6]2[NH:8][N:9]=[CH:10][C:5]2=[C:4]([N:11]2[CH2:16][CH2:15][O:14][CH2:13][CH2:12]2)[N:3]=1.[O:17]1[CH:22]=[CH:21][CH2:20][CH2:19][CH2:18]1.C1(C)C=CC(S([O-])(=O)=O)=CC=1.[NH+]1C=CC=CC=1, predict the reaction product. The product is: [Cl:1][C:2]1[N:7]=[C:6]2[N:8]([CH:18]3[CH2:19][CH2:20][CH2:21][CH2:22][O:17]3)[N:9]=[CH:10][C:5]2=[C:4]([N:11]2[CH2:12][CH2:13][O:14][CH2:15][CH2:16]2)[N:3]=1. (3) Given the reactants C(OC([NH:8][C:9]1[N:14]=[C:13]([CH2:15][CH2:16][N:17]([C:25]2[CH:30]=[CH:29][C:28]([NH:31][C:32]([C:34]3[CH2:39][CH2:38][CH2:37][CH2:36][C:35]=3[C:40]3[CH:45]=[CH:44][C:43]([C:46]([F:49])([F:48])[F:47])=[CH:42][CH:41]=3)=[O:33])=[CH:27][N:26]=2)C(=O)OC(C)(C)C)[CH:12]=[CH:11][CH:10]=1)=O)(C)(C)C.FC(F)(F)C(O)=O, predict the reaction product. The product is: [NH2:8][C:9]1[N:14]=[C:13]([CH2:15][CH2:16][NH:17][C:25]2[N:26]=[CH:27][C:28]([NH:31][C:32]([C:34]3[CH2:39][CH2:38][CH2:37][CH2:36][C:35]=3[C:40]3[CH:41]=[CH:42][C:43]([C:46]([F:48])([F:49])[F:47])=[CH:44][CH:45]=3)=[O:33])=[CH:29][CH:30]=2)[CH:12]=[CH:11][CH:10]=1. (4) Given the reactants [N:1]1([C:7]2[N:8]=[C:9]([CH2:14][C:15]([O-:17])=O)[NH:10][C:11](=[O:13])[CH:12]=2)[CH2:6][CH2:5][O:4][CH2:3][CH2:2]1.[Na+].O.[Br:20][C:21]1[CH:22]=[C:23]([CH:25]=[CH:26][C:27]=1[F:28])[NH2:24], predict the reaction product. The product is: [Br:20][C:21]1[CH:22]=[C:23]([NH:24][C:15](=[O:17])[CH2:14][C:9]2[NH:10][C:11](=[O:13])[CH:12]=[C:7]([N:1]3[CH2:2][CH2:3][O:4][CH2:5][CH2:6]3)[N:8]=2)[CH:25]=[CH:26][C:27]=1[F:28]. (5) Given the reactants C(O)(=O)C.[CH3:5][C:6]1[CH:11]=[C:10]([CH2:12][N:13]2[C:17](=[O:18])[N:16]([C:19]3[CH:24]=[CH:23][C:22]([C:25]([F:28])([F:27])[F:26])=[CH:21][CH:20]=3)[N:15]=[N:14]2)[CH:9]=[CH:8][C:7]=1[N:29]=[C:30](OCC)[CH3:31].C([BH3-])#N.[Na+], predict the reaction product. The product is: [CH2:30]([NH:29][C:7]1[CH:8]=[CH:9][C:10]([CH2:12][N:13]2[C:17](=[O:18])[N:16]([C:19]3[CH:24]=[CH:23][C:22]([C:25]([F:26])([F:27])[F:28])=[CH:21][CH:20]=3)[N:15]=[N:14]2)=[CH:11][C:6]=1[CH3:5])[CH3:31]. (6) Given the reactants [NH2:1][C:2]([NH:4][CH2:5][CH2:6][CH2:7][C:8]([O:10]C)=O)=[S:3].O.[NH2:13][NH2:14], predict the reaction product. The product is: [NH:13]([C:8](=[O:10])[CH2:7][CH2:6][CH2:5][NH:4][C:2]([NH2:1])=[S:3])[NH2:14].